This data is from Reaction yield outcomes from USPTO patents with 853,638 reactions. The task is: Predict the reaction yield, written as a fraction of the theoretical maximum amount of product (1.0 means a 100% yield; for example, 0.34 means a 34% yield). The reactants are [C:1]([O:4][CH:5]([C:15]1[CH:20]=[CH:19][C:18]([S:21]([CH3:24])(=[O:23])=[O:22])=[C:17]([F:25])[CH:16]=1)[C:6]([C:8]1[CH:13]=[CH:12][C:11]([Br:14])=[CH:10][CH:9]=1)=O)(=O)[CH3:2].C([O-])(=O)C.[NH4+:30]. The catalyst is C(O)(=O)C. The product is [Br:14][C:11]1[CH:12]=[CH:13][C:8]([C:6]2[N:30]=[C:1]([CH3:2])[O:4][C:5]=2[C:15]2[CH:20]=[CH:19][C:18]([S:21]([CH3:24])(=[O:23])=[O:22])=[C:17]([F:25])[CH:16]=2)=[CH:9][CH:10]=1. The yield is 0.630.